This data is from Catalyst prediction with 721,799 reactions and 888 catalyst types from USPTO. The task is: Predict which catalyst facilitates the given reaction. (1) Reactant: Cl[CH2:2][C:3]1[N:4]=[N:5][C:6]([C:9]2[C:14]([F:15])=[CH:13][CH:12]=[CH:11][N:10]=2)=[CH:7][CH:8]=1.[N-:16]=[N+:17]=[N-:18].[Na+]. Product: [N:16]([CH2:2][C:3]1[N:4]=[N:5][C:6]([C:9]2[C:14]([F:15])=[CH:13][CH:12]=[CH:11][N:10]=2)=[CH:7][CH:8]=1)=[N+:17]=[N-:18]. The catalyst class is: 3. (2) Product: [CH:13](/[C:3]1[C:4]2[O:9][CH2:8][CH2:7][C:6](=[O:10])[C:5]=2[CH:11]=[CH:12][C:2]=1[OH:1])=[CH:19]\[CH:20]=[CH:15]\[CH:16]=[CH2:17]. The catalyst class is: 11. Reactant: [OH:1][C:2]1[CH:12]=[CH:11][C:5]2[C:6](=[O:10])[CH2:7][CH2:8][O:9][C:4]=2[C:3]=1[CH:13]=O.[C:15]1(P([C:15]2[CH:20]=[CH:19]C=[CH:17][CH:16]=2)[C:15]2[CH:20]=[CH:19]C=[CH:17][CH:16]=2)[CH:20]=[CH:19]C=[CH:17][CH:16]=1.C([Li])CCC. (3) Reactant: Cl.[OH:2][C:3]([C:21]1[CH:22]=[N:23][CH:24]=[CH:25][CH:26]=1)=[CH:4][C:5]1[N:14]2[CH2:15][CH2:16][N:17]=[C:13]2[C:12]2[CH:11]=[CH:10][C:9]([OH:18])=[C:8]([O:19][CH3:20])[C:7]=2[N:6]=1.Cl[CH:28]([CH2:33][CH3:34])[C:29]([O:31][CH3:32])=[O:30].C(=O)([O-])[O-].[K+].[K+].O. Product: [OH:2][C:3]([C:21]1[CH:22]=[N:23][CH:24]=[CH:25][CH:26]=1)=[CH:4][C:5]1[N:14]2[CH2:15][CH2:16][N:17]=[C:13]2[C:12]2[CH:11]=[CH:10][C:9]([O:18][CH2:34][CH2:33][CH2:28][C:29]([O:31][CH3:32])=[O:30])=[C:8]([O:19][CH3:20])[C:7]=2[N:6]=1. The catalyst class is: 9. (4) Reactant: CC(C)(C)C(OC[N:7]1[C:15](=[O:16])[C:14]2[N:13]([C:17]3[CH:22]=[CH:21][CH:20]=[CH:19][C:18]=3[CH:23]=[CH2:24])[C:12]([N:25]3[CH2:30][CH2:29][N:28]([C:31]([O:33][C:34]([CH3:37])([CH3:36])[CH3:35])=[O:32])[CH2:27][CH2:26]3)=[N:11][C:10]=2[N:9]([CH3:38])[C:8]1=[O:39])=O.[H-].[Na+].Cl. Product: [CH3:38][N:9]1[C:10]2[N:11]=[C:12]([N:25]3[CH2:30][CH2:29][N:28]([C:31]([O:33][C:34]([CH3:37])([CH3:35])[CH3:36])=[O:32])[CH2:27][CH2:26]3)[N:13]([C:17]3[CH:22]=[CH:21][CH:20]=[CH:19][C:18]=3[CH:23]=[CH2:24])[C:14]=2[C:15](=[O:16])[NH:7][C:8]1=[O:39]. The catalyst class is: 5. (5) The catalyst class is: 7. Product: [C:1]([C:3]1[CH:8]=[CH:7][CH:6]=[CH:5][C:4]=1[C:9]1[CH:14]=[CH:13][C:12]([CH2:15][C:16]2[C:17](=[O:54])[N:18]([C@H:28]3[CH2:33][CH2:32][C@H:31]([O:34][C:35]4([C:36]([O:38][CH2:39][CH3:40])=[O:37])[CH2:42][CH2:41]4)[CH2:30][CH2:29]3)[C:19]3[N:20]([N:25]=[CH:26][N:27]=3)[C:21]=2[CH2:22][CH2:23][CH3:24])=[C:11]([F:55])[CH:10]=1)#[N:2]. Reactant: [C:1]([C:3]1[CH:8]=[CH:7][CH:6]=[CH:5][C:4]=1[C:9]1[CH:14]=[CH:13][C:12]([CH2:15][C:16]2[C:17](=[O:54])[N:18]([C@H:28]3[CH2:33][CH2:32][C@H:31]([O:34][CH:35]([CH2:41][CH2:42]OS(C4C=CC(C)=CC=4)(=O)=O)[C:36]([O:38][CH2:39][CH3:40])=[O:37])[CH2:30][CH2:29]3)[C:19]3[N:20]([N:25]=[CH:26][N:27]=3)[C:21]=2[CH2:22][CH2:23][CH3:24])=[C:11]([F:55])[CH:10]=1)#[N:2].CC(C)([O-])C.[K+].Cl. (6) Reactant: [O:1]=[C:2]1[C@@H:6]2[CH2:7][N:8]([C:10]([O:12][CH2:13][C:14]3[CH:19]=[CH:18][CH:17]=[CH:16][CH:15]=3)=[O:11])[CH2:9][C@@H:5]2[CH2:4][CH2:3]1.[BH4-].[Li+]. Product: [OH:1][CH:2]1[C@@H:6]2[CH2:7][N:8]([C:10]([O:12][CH2:13][C:14]3[CH:19]=[CH:18][CH:17]=[CH:16][CH:15]=3)=[O:11])[CH2:9][C@@H:5]2[CH2:4][CH2:3]1. The catalyst class is: 1. (7) Reactant: C[O:2][C:3](=[O:29])[C:4]1[CH:9]=[C:8]([CH2:10][NH:11][C:12]2[CH:17]=[CH:16][CH:15]=[CH:14][C:13]=2[C:18](=[O:27])[NH:19][O:20][CH2:21][CH:22]2[CH2:26][CH2:25][CH2:24][CH2:23]2)[CH:7]=[CH:6][C:5]=1[F:28].[OH-].[Li+]. Product: [CH:22]1([CH2:21][O:20][NH:19][C:18]([C:13]2[CH:14]=[CH:15][CH:16]=[CH:17][C:12]=2[NH:11][CH2:10][C:8]2[CH:7]=[CH:6][C:5]([F:28])=[C:4]([CH:9]=2)[C:3]([OH:29])=[O:2])=[O:27])[CH2:23][CH2:24][CH2:25][CH2:26]1. The catalyst class is: 20. (8) The catalyst class is: 386. Product: [F:10][C:9]([F:12])([F:11])[CH:8]([C:5]1[CH:6]=[CH:7][CH:2]=[CH:3][C:4]=1[C:16]1[CH:17]=[CH:18][CH:19]=[C:14]([CH3:23])[CH:15]=1)[OH:13]. Reactant: Br[C:2]1[CH:7]=[CH:6][C:5]([CH:8]([OH:13])[C:9]([F:12])([F:11])[F:10])=[CH:4][CH:3]=1.[C:14]1([CH3:23])[CH:19]=[CH:18][CH:17]=[C:16](B(O)O)[CH:15]=1.C([O-])([O-])=O.[K+].[K+].CCO. (9) Reactant: [CH:1]1[C:13]2[CH:12]([CH2:14][O:15][C:16]([NH:18][CH2:19][CH2:20][N:21]([CH2:31][C:32]([O:34]C(C)(C)C)=[O:33])[S:22]([CH2:25][CH2:26][CH2:27][N:28]=[N+:29]=[N-:30])(=[O:24])=[O:23])=[O:17])[C:11]3[C:6](=[CH:7][CH:8]=[CH:9][CH:10]=3)[C:5]=2[CH:4]=[CH:3][CH:2]=1.FC(F)(F)C(O)=O. Product: [CH:10]1[C:11]2[CH:12]([CH2:14][O:15][C:16]([NH:18][CH2:19][CH2:20][N:21]([CH2:31][C:32]([OH:34])=[O:33])[S:22]([CH2:25][CH2:26][CH2:27][N:28]=[N+:29]=[N-:30])(=[O:23])=[O:24])=[O:17])[C:13]3[C:5](=[CH:4][CH:3]=[CH:2][CH:1]=3)[C:6]=2[CH:7]=[CH:8][CH:9]=1. The catalyst class is: 2.